Dataset: NCI-60 drug combinations with 297,098 pairs across 59 cell lines. Task: Regression. Given two drug SMILES strings and cell line genomic features, predict the synergy score measuring deviation from expected non-interaction effect. Synergy scores: CSS=44.2, Synergy_ZIP=2.67, Synergy_Bliss=3.42, Synergy_Loewe=-8.87, Synergy_HSA=3.72. Drug 1: CC1C(C(CC(O1)OC2CC(CC3=C2C(=C4C(=C3O)C(=O)C5=C(C4=O)C(=CC=C5)OC)O)(C(=O)CO)O)N)O.Cl. Drug 2: CC1=C(C(=O)C2=C(C1=O)N3CC4C(C3(C2COC(=O)N)OC)N4)N. Cell line: NCI-H522.